Dataset: Forward reaction prediction with 1.9M reactions from USPTO patents (1976-2016). Task: Predict the product of the given reaction. (1) Given the reactants [NH2:1][C:2]1[CH:3]=[CH:4][C:5]2[O:9][C:8]([CH2:10][CH2:11][CH2:12][CH3:13])=[C:7]([C:14]([C:16]3[CH:21]=[CH:20][C:19]([O:22][CH2:23][CH2:24][CH2:25][N:26]([CH2:31][CH2:32][CH2:33][CH3:34])[CH2:27][CH2:28][CH2:29][CH3:30])=[CH:18][CH:17]=3)=[O:15])[C:6]=2[CH:35]=1.N1C=CC=CC=1.[CH3:42][S:43]Cl, predict the reaction product. The product is: [CH2:10]([C:8]1[O:9][C:5]2[CH:4]=[CH:3][C:2]([NH:1][S:43][CH3:42])=[CH:35][C:6]=2[C:7]=1[C:14]([C:16]1[CH:17]=[CH:18][C:19]([O:22][CH2:23][CH2:24][CH2:25][N:26]([CH2:27][CH2:28][CH2:29][CH3:30])[CH2:31][CH2:32][CH2:33][CH3:34])=[CH:20][CH:21]=1)=[O:15])[CH2:11][CH2:12][CH3:13]. (2) Given the reactants [CH:1](=O)/[CH:2]=[CH:3]/C.[CH:6]([O:13][CH2:14][CH3:15])([O:10][CH2:11][CH3:12])OCC.[N+]([O-])([O-])=O.[NH4+], predict the reaction product. The product is: [CH2:14]([O:13][CH:6]([O:10][CH2:11][CH3:12])[CH:1]=[CH:2][CH3:3])[CH3:15]. (3) Given the reactants Cl[C:2]1[C:3]2[N:4]([N:16]=[CH:17][N:18]=2)[CH:5]=[C:6]([C:8]2[CH:13]=[CH:12][C:11]([Cl:14])=[CH:10][C:9]=2[Cl:15])[N:7]=1.FC(F)(F)C(O)=O.[NH2:26][C:27]1[N:28]=[C:29]([NH:34][CH2:35][CH2:36][NH2:37])[S:30][C:31]=1[C:32]#[N:33].C(N(CC)C(C)C)(C)C, predict the reaction product. The product is: [NH2:26][C:27]1[N:28]=[C:29]([NH:34][CH2:35][CH2:36][NH:37][C:2]2[C:3]3[N:4]([N:16]=[CH:17][N:18]=3)[CH:5]=[C:6]([C:8]3[CH:13]=[CH:12][C:11]([Cl:14])=[CH:10][C:9]=3[Cl:15])[N:7]=2)[S:30][C:31]=1[C:32]#[N:33]. (4) Given the reactants [CH:1]1([C:7]2[C:15]3[C:10](=[CH:11][C:12]([C:16]([O:18]C)=[O:17])=[CH:13][CH:14]=3)[N:9]([CH2:20][C:21]([N:23]([CH3:25])[CH3:24])=[O:22])[C:8]=2[C:26]2[O:30][CH:29]=[N:28][CH:27]=2)[CH2:6][CH2:5][CH2:4][CH2:3][CH2:2]1.[OH-].[K+], predict the reaction product. The product is: [CH:1]1([C:7]2[C:15]3[C:10](=[CH:11][C:12]([C:16]([OH:18])=[O:17])=[CH:13][CH:14]=3)[N:9]([CH2:20][C:21]([N:23]([CH3:25])[CH3:24])=[O:22])[C:8]=2[C:26]2[O:30][CH:29]=[N:28][CH:27]=2)[CH2:6][CH2:5][CH2:4][CH2:3][CH2:2]1. (5) Given the reactants [C:1](#[N:5])[CH2:2][C:3]#[N:4].C([O-])([O-])=O.[K+].[K+].Cl[C:13]1[N:18]=[C:17]([O:19][C@H:20]([CH3:24])[CH2:21][O:22][CH3:23])[N:16]=[C:15]([N:25]2[CH2:30][CH2:29][CH:28]([CH2:31][O:32][C:33]3[C:34]([NH2:45])=[N:35][CH:36]=[C:37]([C:39]4[N:40]=[CH:41][N:42]([CH3:44])[CH:43]=4)[CH:38]=3)[CH2:27][CH2:26]2)[N:14]=1.C(Cl)Cl, predict the reaction product. The product is: [NH2:45][C:34]1[C:33]([O:32][CH2:31][CH:28]2[CH2:29][CH2:30][N:25]([C:15]3[N:16]=[C:17]([O:19][C@H:20]([CH3:24])[CH2:21][O:22][CH3:23])[N:18]=[C:13]([CH:2]([C:1]#[N:5])[C:3]#[N:4])[N:14]=3)[CH2:26][CH2:27]2)=[CH:38][C:37]([C:39]2[N:40]=[CH:41][N:42]([CH3:44])[CH:43]=2)=[CH:36][N:35]=1.